From a dataset of Forward reaction prediction with 1.9M reactions from USPTO patents (1976-2016). Predict the product of the given reaction. (1) The product is: [Br:1][C:2]1[CH:3]=[CH:4][C:5]2[C:6]([CH3:14])([CH3:13])[CH2:7][CH:8]=[C:9]([S:17][CH2:15][CH3:16])[C:10]=2[CH:11]=1. Given the reactants [Br:1][C:2]1[CH:11]=[C:10]2[C:5]([C:6]([CH3:14])([CH3:13])[CH2:7][CH2:8][C:9]2=O)=[CH:4][CH:3]=1.[CH2:15]([SH:17])[CH3:16].C(N(CC)CC)C, predict the reaction product. (2) Given the reactants [NH:1]1[C:9]2[C:4](=[C:5]([CH2:10][CH2:11][CH2:12][NH:13][C:14]3[N:19]=[C:18]([CH3:20])[C:17]([C:21]([NH:23][C@@H:24]([CH2:28][NH:29][C:30]([C:32]4[S:33][CH:34]=[CH:35][CH:36]=4)=[O:31])[C:25]([OH:27])=[O:26])=[O:22])=[C:16]([CH3:37])[N:15]=3)[CH:6]=[CH:7][CH:8]=2)[CH:3]=[N:2]1.Cl[CH2:39][C:40]([N:42]([CH3:44])[CH3:43])=[O:41].[I-].[Na+].C(=O)([O-])[O-].[K+].[K+], predict the reaction product. The product is: [CH3:43][N:42]([CH3:44])[C:40]([CH2:39][O:26][C:25](=[O:27])[C@@H:24]([NH:23][C:21]([C:17]1[C:16]([CH3:37])=[N:15][C:14]([NH:13][CH2:12][CH2:11][CH2:10][C:5]2[CH:6]=[CH:7][CH:8]=[C:9]3[C:4]=2[CH:3]=[N:2][NH:1]3)=[N:19][C:18]=1[CH3:20])=[O:22])[CH2:28][NH:29][C:30]([C:32]1[S:33][CH:34]=[CH:35][CH:36]=1)=[O:31])=[O:41].